This data is from Full USPTO retrosynthesis dataset with 1.9M reactions from patents (1976-2016). The task is: Predict the reactants needed to synthesize the given product. (1) Given the product [CH3:8][O:3][C:4]([CH3:5])=[O:9].[CH3:4][CH2:5][CH2:6][CH2:7][CH2:16][CH3:17].[CH2:16]([O:14][CH2:13][C:12]#[C:11][CH2:10][O:9][CH:4]1[CH2:5][CH2:6][CH2:7][CH2:8][O:3]1)[CH3:17], predict the reactants needed to synthesize it. The reactants are: [H-].[Na+].[O:3]1[CH2:8][CH2:7][CH2:6][CH2:5][CH:4]1[O:9][CH2:10][C:11]#[C:12][CH2:13][OH:14].I[CH2:16][CH3:17]. (2) Given the product [F:1][C:2]1[CH:7]=[C:6]([F:8])[CH:5]=[CH:4][C:3]=1[O:9][C:15]1[O:19][C:18]([CH:20]=[O:21])=[CH:17][CH:16]=1, predict the reactants needed to synthesize it. The reactants are: [F:1][C:2]1[CH:7]=[C:6]([F:8])[CH:5]=[CH:4][C:3]=1[OH:9].[H-].[Na+].[N+]([C:15]1[O:19][C:18]([CH:20]=[O:21])=[CH:17][CH:16]=1)([O-])=O.O. (3) Given the product [CH:14]1[C:10]2[C:11](=[O:12])[NH:1][C:2]3[CH:7]=[CH:6][CH:5]=[CH:4][C:3]=3[NH:8][C:9]=2[CH:17]=[CH:16][CH:15]=1, predict the reactants needed to synthesize it. The reactants are: [NH2:1][C:2]1[CH:7]=[CH:6][CH:5]=[CH:4][C:3]=1[NH:8][C:9]1[CH:17]=[CH:16][CH:15]=[CH:14][C:10]=1[C:11](O)=[O:12].C(Cl)CCl. (4) Given the product [CH2:1]([N:5]1[C:10]([C:11]([C:13]2[CH:14]=[C:15]([CH2:20][CH2:21][C:22]#[N:23])[CH:16]=[C:17]([CH3:19])[CH:18]=2)=[O:12])=[C:9]([CH:24]([CH3:25])[CH3:26])[C:8](=[O:27])[NH:7][C:6]1=[O:28])[CH2:2][CH2:3][CH3:4], predict the reactants needed to synthesize it. The reactants are: [CH2:1]([N:5]1[C:10]([C:11]([C:13]2[CH:14]=[C:15]([CH:20]=[CH:21][C:22]#[N:23])[CH:16]=[C:17]([CH3:19])[CH:18]=2)=[O:12])=[C:9]([CH:24]([CH3:26])[CH3:25])[C:8](=[O:27])[NH:7][C:6]1=[O:28])[CH2:2][CH2:3][CH3:4]. (5) Given the product [C:1]([CH2:3][C:4]1[CH:5]=[CH:6][C:7]([CH:10]2[CH2:15][CH2:14][CH:13]([N:16]3[CH2:19][CH:18]([NH:20][C:21]([CH2:23][NH:24][C:25](=[O:36])[C:26]4[CH:31]=[CH:30][CH:29]=[C:28]([C:32]([F:34])([F:35])[F:33])[CH:27]=4)=[O:22])[CH2:17]3)[CH2:12][CH2:11]2)=[CH:8][CH:9]=1)(=[NH:37])[NH2:2], predict the reactants needed to synthesize it. The reactants are: [C:1]([CH2:3][C:4]1[CH:9]=[CH:8][C:7]([CH:10]2[CH2:15][CH2:14][CH:13]([N:16]3[CH2:19][CH:18]([NH:20][C:21]([CH2:23][NH:24][C:25](=[O:36])[C:26]4[CH:31]=[CH:30][CH:29]=[C:28]([C:32]([F:35])([F:34])[F:33])[CH:27]=4)=[O:22])[CH2:17]3)[CH2:12][CH2:11]2)=[CH:6][CH:5]=1)#[N:2].[NH4+:37].[Cl-]. (6) Given the product [CH3:43][C:42]([CH3:45])([CH3:44])[C@H:34]([NH:33][C:27](=[O:28])[C:26]1[CH:25]=[CH:24][C:23]([C:20]2[CH:21]=[N:22][C:17]3[N:18]([C:14]([C:11]4([C:7]5[CH:6]=[C:5]6[C:10](=[CH:9][CH:8]=5)[N:1]=[CH:2][CH:3]=[CH:4]6)[CH2:13][CH2:12]4)=[N:15][N:16]=3)[N:19]=2)=[CH:31][CH:30]=1)[C:35]([O:37][C:38]([CH3:39])([CH3:41])[CH3:40])=[O:36], predict the reactants needed to synthesize it. The reactants are: [N:1]1[C:10]2[C:5](=[CH:6][C:7]([C:11]3([C:14]4[N:18]5[N:19]=[C:20]([C:23]6[CH:31]=[CH:30][C:26]([C:27](O)=[O:28])=[CH:25][CH:24]=6)[CH:21]=[N:22][C:17]5=[N:16][N:15]=4)[CH2:13][CH2:12]3)=[CH:8][CH:9]=2)[CH:4]=[CH:3][CH:2]=1.Cl.[NH2:33][C@@H:34]([C:42]([CH3:45])([CH3:44])[CH3:43])[C:35]([O:37][C:38]([CH3:41])([CH3:40])[CH3:39])=[O:36].F[P-](F)(F)(F)(F)F.N1(O[P+](N(C)C)(N(C)C)N(C)C)C2C=CC=CC=2N=N1.C(N(CC)C(C)C)(C)C. (7) Given the product [CH3:24][O:23][C:20]1[CH:19]=[CH:18][C:17]([S:16][C:12]2[C:9]3[CH:10]=[C:2]([C:1]([O:5][CH3:6])=[O:4])[S:3][C:8]=3[CH:15]=[CH:14][CH:13]=2)=[CH:22][CH:21]=1, predict the reactants needed to synthesize it. The reactants are: [C:1]([O:5][CH3:6])(=[O:4])[CH2:2][SH:3].Cl[C:8]1[CH:15]=[CH:14][CH:13]=[C:12]([S:16][C:17]2[CH:22]=[CH:21][C:20]([O:23][CH3:24])=[CH:19][CH:18]=2)[C:9]=1[CH:10]=O.C[O-].[Na+].